Dataset: NCI-60 drug combinations with 297,098 pairs across 59 cell lines. Task: Regression. Given two drug SMILES strings and cell line genomic features, predict the synergy score measuring deviation from expected non-interaction effect. (1) Drug 1: C1=NC2=C(N=C(N=C2N1C3C(C(C(O3)CO)O)F)Cl)N. Drug 2: CS(=O)(=O)OCCCCOS(=O)(=O)C. Cell line: BT-549. Synergy scores: CSS=5.44, Synergy_ZIP=-3.07, Synergy_Bliss=0.544, Synergy_Loewe=-1.02, Synergy_HSA=0.641. (2) Drug 1: C1CN1P(=S)(N2CC2)N3CC3. Drug 2: C1CCC(C(C1)N)N.C(=O)(C(=O)[O-])[O-].[Pt+4]. Synergy scores: CSS=49.2, Synergy_ZIP=1.91, Synergy_Bliss=3.59, Synergy_Loewe=-15.2, Synergy_HSA=4.31. Cell line: K-562. (3) Drug 1: C1CC(=O)NC(=O)C1N2C(=O)C3=CC=CC=C3C2=O. Drug 2: CN(C(=O)NC(C=O)C(C(C(CO)O)O)O)N=O. Cell line: KM12. Synergy scores: CSS=-18.8, Synergy_ZIP=-4.45, Synergy_Bliss=-30.9, Synergy_Loewe=-40.3, Synergy_HSA=-47.8.